Dataset: Merck oncology drug combination screen with 23,052 pairs across 39 cell lines. Task: Regression. Given two drug SMILES strings and cell line genomic features, predict the synergy score measuring deviation from expected non-interaction effect. (1) Drug 1: CC(=O)OC1C(=O)C2(C)C(O)CC3OCC3(OC(C)=O)C2C(OC(=O)c2ccccc2)C2(O)CC(OC(=O)C(O)C(NC(=O)c3ccccc3)c3ccccc3)C(C)=C1C2(C)C. Drug 2: Cn1c(=O)n(-c2ccc(C(C)(C)C#N)cc2)c2c3cc(-c4cnc5ccccc5c4)ccc3ncc21. Cell line: ES2. Synergy scores: synergy=4.26. (2) Drug 1: Cc1nc(Nc2ncc(C(=O)Nc3c(C)cccc3Cl)s2)cc(N2CCN(CCO)CC2)n1. Drug 2: NC1CCCCC1N.O=C(O)C(=O)O.[Pt+2]. Cell line: VCAP. Synergy scores: synergy=-12.7. (3) Drug 1: COC12C(COC(N)=O)C3=C(C(=O)C(C)=C(N)C3=O)N1CC1NC12. Drug 2: O=C(NOCC(O)CO)c1ccc(F)c(F)c1Nc1ccc(I)cc1F. Cell line: A427. Synergy scores: synergy=9.16. (4) Drug 1: O=P1(N(CCCl)CCCl)NCCCO1. Drug 2: C#Cc1cccc(Nc2ncnc3cc(OCCOC)c(OCCOC)cc23)c1. Cell line: COLO320DM. Synergy scores: synergy=-1.28. (5) Drug 1: N.N.O=C(O)C1(C(=O)O)CCC1.[Pt]. Drug 2: CCc1cnn2c(NCc3ccc[n+]([O-])c3)cc(N3CCCCC3CCO)nc12. Cell line: UACC62. Synergy scores: synergy=3.31. (6) Drug 1: N.N.O=C(O)C1(C(=O)O)CCC1.[Pt]. Drug 2: CNC(=O)c1cc(Oc2ccc(NC(=O)Nc3ccc(Cl)c(C(F)(F)F)c3)cc2)ccn1. Cell line: SW837. Synergy scores: synergy=-12.0. (7) Drug 1: NC1(c2ccc(-c3nc4ccn5c(=O)[nH]nc5c4cc3-c3ccccc3)cc2)CCC1. Drug 2: Cn1c(=O)n(-c2ccc(C(C)(C)C#N)cc2)c2c3cc(-c4cnc5ccccc5c4)ccc3ncc21. Cell line: VCAP. Synergy scores: synergy=38.1. (8) Drug 1: COc1cccc2c1C(=O)c1c(O)c3c(c(O)c1C2=O)CC(O)(C(=O)CO)CC3OC1CC(N)C(O)C(C)O1. Drug 2: CNC(=O)c1cc(Oc2ccc(NC(=O)Nc3ccc(Cl)c(C(F)(F)F)c3)cc2)ccn1. Cell line: UACC62. Synergy scores: synergy=-8.30. (9) Drug 1: CN1C(=O)C=CC2(C)C3CCC4(C)C(NC(=O)OCC(F)(F)F)CCC4C3CCC12. Drug 2: O=C(NOCC(O)CO)c1ccc(F)c(F)c1Nc1ccc(I)cc1F. Cell line: NCIH460. Synergy scores: synergy=9.40. (10) Drug 1: COC12C(COC(N)=O)C3=C(C(=O)C(C)=C(N)C3=O)N1CC1NC12. Drug 2: Cn1nnc2c(C(N)=O)ncn2c1=O. Cell line: CAOV3. Synergy scores: synergy=-3.95.